From a dataset of Catalyst prediction with 721,799 reactions and 888 catalyst types from USPTO. Predict which catalyst facilitates the given reaction. (1) Reactant: [CH2:1]([Sn](CCCC)(CCCC)C=C)[CH2:2]CC.Br[C:17]1[CH:18]=[C:19]2[C:27]([C:28]3[CH:33]=[C:32]([CH2:34][S:35]([CH3:38])(=[O:37])=[O:36])[CH:31]=[CH:30][C:29]=3[O:39][C:40]3[CH:45]=[CH:44][C:43]([F:46])=[CH:42][C:41]=3[F:47])=[CH:26][N:25]([CH3:48])[C:20]2=[C:21]([O:23][CH3:24])[N:22]=1. Product: [F:47][C:41]1[CH:42]=[C:43]([F:46])[CH:44]=[CH:45][C:40]=1[O:39][C:29]1[CH:30]=[CH:31][C:32]([CH2:34][S:35]([CH3:38])(=[O:37])=[O:36])=[CH:33][C:28]=1[C:27]1[C:19]2[C:20](=[C:21]([O:23][CH3:24])[N:22]=[C:17]([CH:1]=[CH2:2])[CH:18]=2)[N:25]([CH3:48])[CH:26]=1. The catalyst class is: 184. (2) Reactant: [Br:1][C:2]1[CH:7]=[C:6]([F:8])[CH:5]=[CH:4][C:3]=1[S:9]([NH:12][C:13]1[C:22]([C:23]([O:25][CH3:26])=[O:24])=[C:21]2[C:16]([C@H:17]3[CH2:27][C@H:18]3[CH2:19][O:20]2)=[CH:15][CH:14]=1)(=[O:11])=[O:10].[H-].[Na+].Cl[C:31]([O:33][CH3:34])=[O:32].C(=O)(O)[O-].[Na+]. Product: [Br:1][C:2]1[CH:7]=[C:6]([F:8])[CH:5]=[CH:4][C:3]=1[S:9]([N:12]([C:13]1[C:22]([C:23]([O:25][CH3:26])=[O:24])=[C:21]2[C:16]([C@H:17]3[CH2:27][C@H:18]3[CH2:19][O:20]2)=[CH:15][CH:14]=1)[C:31]([O:33][CH3:34])=[O:32])(=[O:10])=[O:11]. The catalyst class is: 20. (3) Reactant: C([O:9][C@@H:10]1[C@@H:14]([O:15]C(=O)C2C=CC=CC=2)[C@@H:13]([C:24]([NH:26][CH2:27][CH3:28])=[O:25])[O:12][C@H:11]1[N:29]1[CH:37]=[N:36][C:35]2[C:30]1=[N:31][C:32]([C:53]([NH:55][CH2:56][CH2:57][N:58]1[CH2:63][CH2:62][CH2:61][CH2:60][CH2:59]1)=[O:54])=[N:33][C:34]=2[NH:38][CH2:39][CH:40]([C:47]1[CH:52]=[CH:51][CH:50]=[CH:49][CH:48]=1)[C:41]1[CH:46]=[CH:45][CH:44]=[CH:43][CH:42]=1)(=O)C1C=CC=CC=1.C(=O)([O-])[O-].[K+].[K+]. Product: [C:47]1([CH:40]([C:41]2[CH:42]=[CH:43][CH:44]=[CH:45][CH:46]=2)[CH2:39][NH:38][C:34]2[N:33]=[C:32]([C:53]([NH:55][CH2:56][CH2:57][N:58]3[CH2:63][CH2:62][CH2:61][CH2:60][CH2:59]3)=[O:54])[N:31]=[C:30]3[C:35]=2[N:36]=[CH:37][N:29]3[C@H:11]2[C@H:10]([OH:9])[C@H:14]([OH:15])[C@@H:13]([C:24]([NH:26][CH2:27][CH3:28])=[O:25])[O:12]2)[CH:48]=[CH:49][CH:50]=[CH:51][CH:52]=1. The catalyst class is: 5. (4) Reactant: [C:1]([O:5][C:6]([NH:8][C@@H:9]([CH3:28])[CH2:10][CH2:11][N:12]1[CH2:17][CH2:16][N:15](C(OCC2C=CC=CC=2)=O)[CH2:14][CH2:13]1)=[O:7])([CH3:4])([CH3:3])[CH3:2]. Product: [CH3:28][C@H:9]([NH:8][C:6](=[O:7])[O:5][C:1]([CH3:4])([CH3:3])[CH3:2])[CH2:10][CH2:11][N:12]1[CH2:17][CH2:16][NH:15][CH2:14][CH2:13]1. The catalyst class is: 178. (5) The catalyst class is: 20. Reactant: C[O:2][C:3](=[O:27])[CH2:4][C:5]1[C:14]([CH3:15])=[C:13]([C:16]2[CH:21]=[CH:20][C:19]([S:22]([CH3:25])(=[O:24])=[O:23])=[CH:18][CH:17]=2)[C:12]2[C:7](=[CH:8][CH:9]=[C:10]([F:26])[CH:11]=2)[CH:6]=1.O.[OH-].[Li+].Cl. Product: [F:26][C:10]1[CH:11]=[C:12]2[C:7](=[CH:8][CH:9]=1)[CH:6]=[C:5]([CH2:4][C:3]([OH:27])=[O:2])[C:14]([CH3:15])=[C:13]2[C:16]1[CH:21]=[CH:20][C:19]([S:22]([CH3:25])(=[O:24])=[O:23])=[CH:18][CH:17]=1.